This data is from NCI-60 drug combinations with 297,098 pairs across 59 cell lines. The task is: Regression. Given two drug SMILES strings and cell line genomic features, predict the synergy score measuring deviation from expected non-interaction effect. (1) Drug 1: CC(CN1CC(=O)NC(=O)C1)N2CC(=O)NC(=O)C2. Drug 2: CCC(=C(C1=CC=CC=C1)C2=CC=C(C=C2)OCCN(C)C)C3=CC=CC=C3.C(C(=O)O)C(CC(=O)O)(C(=O)O)O. Cell line: 786-0. Synergy scores: CSS=16.9, Synergy_ZIP=-5.97, Synergy_Bliss=-1.81, Synergy_Loewe=-0.555, Synergy_HSA=-0.412. (2) Drug 1: C1=CC=C(C=C1)NC(=O)CCCCCCC(=O)NO. Drug 2: CS(=O)(=O)OCCCCOS(=O)(=O)C. Cell line: SF-295. Synergy scores: CSS=12.1, Synergy_ZIP=-6.49, Synergy_Bliss=-1.51, Synergy_Loewe=1.12, Synergy_HSA=1.55. (3) Drug 1: CC1=CC2C(CCC3(C2CCC3(C(=O)C)OC(=O)C)C)C4(C1=CC(=O)CC4)C. Drug 2: CC1CCCC2(C(O2)CC(NC(=O)CC(C(C(=O)C(C1O)C)(C)C)O)C(=CC3=CSC(=N3)C)C)C. Cell line: UACC62. Synergy scores: CSS=4.39, Synergy_ZIP=0.831, Synergy_Bliss=2.38, Synergy_Loewe=-1.43, Synergy_HSA=1.99. (4) Drug 1: CC12CCC(CC1=CCC3C2CCC4(C3CC=C4C5=CN=CC=C5)C)O. Drug 2: CCCS(=O)(=O)NC1=C(C(=C(C=C1)F)C(=O)C2=CNC3=C2C=C(C=N3)C4=CC=C(C=C4)Cl)F. Cell line: SF-539. Synergy scores: CSS=6.62, Synergy_ZIP=-4.12, Synergy_Bliss=-0.771, Synergy_Loewe=-0.00906, Synergy_HSA=0.00305. (5) Drug 1: C1=CC(=CC=C1CCC2=CNC3=C2C(=O)NC(=N3)N)C(=O)NC(CCC(=O)O)C(=O)O. Drug 2: CCC1=C2CN3C(=CC4=C(C3=O)COC(=O)C4(CC)O)C2=NC5=C1C=C(C=C5)O. Cell line: A549. Synergy scores: CSS=36.8, Synergy_ZIP=-17.1, Synergy_Bliss=-8.18, Synergy_Loewe=-5.46, Synergy_HSA=-3.46.